This data is from Forward reaction prediction with 1.9M reactions from USPTO patents (1976-2016). The task is: Predict the product of the given reaction. Given the reactants [Cl:1][C:2]1[CH:3]=[CH:4][C:5]([CH2:11][N:12]([C:14]2[CH:19]=[CH:18][C:17]([Cl:20])=[CH:16][N:15]=2)[CH3:13])=[C:6]([CH:10]=1)[C:7]([OH:9])=O.Cl.[NH2:22][C@H:23]([C:25]1[CH:34]=[CH:33][C:28]([C:29]([O:31][CH3:32])=[O:30])=[CH:27][CH:26]=1)[CH3:24], predict the reaction product. The product is: [Cl:1][C:2]1[CH:3]=[CH:4][C:5]([CH2:11][N:12]([C:14]2[CH:19]=[CH:18][C:17]([Cl:20])=[CH:16][N:15]=2)[CH3:13])=[C:6]([CH:10]=1)[C:7]([NH:22][C@H:23]([C:25]1[CH:34]=[CH:33][C:28]([C:29]([O:31][CH3:32])=[O:30])=[CH:27][CH:26]=1)[CH3:24])=[O:9].